Dataset: Catalyst prediction with 721,799 reactions and 888 catalyst types from USPTO. Task: Predict which catalyst facilitates the given reaction. (1) Reactant: [CH3:1][O:2][C:3](=[O:27])[C@@H:4]([NH:9][CH2:10][C:11]([O:18][C:19]1[CH:24]=[CH:23][C:22]([O:25][CH3:26])=[CH:21][CH:20]=1)=[CH:12][C:13](OCC)=[O:14])[CH2:5][CH:6]([CH3:8])[CH3:7]. Product: [CH3:1][O:2][C:3](=[O:27])[C@@H:4]([N:9]1[CH2:10][C:11]([O:18][C:19]2[CH:24]=[CH:23][C:22]([O:25][CH3:26])=[CH:21][CH:20]=2)=[CH:12][C:13]1=[O:14])[CH2:5][CH:6]([CH3:8])[CH3:7]. The catalyst class is: 7. (2) Reactant: [NH2:1][C:2]1[CH:3]=[C:4]([CH2:8][O:9][CH2:10][CH2:11][O:12][CH2:13][CH2:14][CH2:15][CH2:16][CH2:17][CH2:18][N:19]2[CH2:23][C@@H:22]([C:24]3[CH:35]=[CH:34][C:27]4[O:28][C:29]([CH3:33])([CH3:32])[O:30][CH2:31][C:26]=4[CH:25]=3)[O:21][C:20]2=[O:36])[CH:5]=[CH:6][CH:7]=1.[N+:37]([C:40]1[CH:41]=[C:42]([N:46]=[C:47]=[O:48])[CH:43]=[CH:44][CH:45]=1)([O-:39])=[O:38].C(O)(C)C. Product: [CH3:33][C:29]1([CH3:32])[O:28][C:27]2[CH:34]=[CH:35][C:24]([C@H:22]3[O:21][C:20](=[O:36])[N:19]([CH2:18][CH2:17][CH2:16][CH2:15][CH2:14][CH2:13][O:12][CH2:11][CH2:10][O:9][CH2:8][C:4]4[CH:3]=[C:2]([NH:1][C:47]([NH:46][C:42]5[CH:43]=[CH:44][CH:45]=[C:40]([N+:37]([O-:39])=[O:38])[CH:41]=5)=[O:48])[CH:7]=[CH:6][CH:5]=4)[CH2:23]3)=[CH:25][C:26]=2[CH2:31][O:30]1. The catalyst class is: 4. (3) The catalyst class is: 177. Reactant: [CH2:1]([C:3]1[CH:8]=[C:7]([CH2:9][OH:10])[CH:6]=[C:5]([CH3:11])[N:4]=1)[CH3:2]. Product: [CH2:1]([C:3]1[CH:8]=[C:7]([CH:9]=[O:10])[CH:6]=[C:5]([CH3:11])[N:4]=1)[CH3:2]. (4) Reactant: C(OC([N:8]1[CH2:13][CH2:12][C:11]2[N:14]([CH3:32])[C:15]([C:17]3[CH:22]=[CH:21][N:20]=[C:19]([C:23]#[C:24][C:25]4[CH:30]=[CH:29][CH:28]=[C:27]([Cl:31])[CH:26]=4)[N:18]=3)=[CH:16][C:10]=2[C:9]1=[O:33])=O)(C)(C)C. The catalyst class is: 89. Product: [Cl:31][C:27]1[CH:26]=[C:25]([C:24]#[C:23][C:19]2[N:18]=[C:17]([C:15]3[N:14]([CH3:32])[C:11]4[CH2:12][CH2:13][NH:8][C:9](=[O:33])[C:10]=4[CH:16]=3)[CH:22]=[CH:21][N:20]=2)[CH:30]=[CH:29][CH:28]=1. (5) Reactant: [NH2:1][C:2]1[N:7]=[C:6]([N:8]2[CH2:32][CH2:31][C:11]3([CH2:15][N:14]([C:16]([O:18][CH2:19][C:20]4[CH:25]=[CH:24][CH:23]=[CH:22][CH:21]=4)=[O:17])[C@H:13]([C:26]([O:28][CH2:29][CH3:30])=[O:27])[CH2:12]3)[CH2:10][CH2:9]2)[CH:5]=[C:4]([O:33][C@H:34]([C:39]2[CH:44]=[CH:43][C:42]([CH:45]=O)=[CH:41][C:40]=2[N:47]2[CH:51]=[CH:50][C:49]([CH3:52])=[N:48]2)[C:35]([F:38])([F:37])[F:36])[N:3]=1.CC(O)=O.[BH-](OC(C)=O)(OC(C)=O)OC(C)=O.[Na+].[NH:71]([CH3:73])[CH3:72]. Product: [NH2:1][C:2]1[N:7]=[C:6]([N:8]2[CH2:32][CH2:31][C:11]3([CH2:15][N:14]([C:16]([O:18][CH2:19][C:20]4[CH:21]=[CH:22][CH:23]=[CH:24][CH:25]=4)=[O:17])[C@H:13]([C:26]([O:28][CH2:29][CH3:30])=[O:27])[CH2:12]3)[CH2:10][CH2:9]2)[CH:5]=[C:4]([O:33][C@H:34]([C:39]2[CH:44]=[CH:43][C:42]([CH2:45][N:71]([CH3:73])[CH3:72])=[CH:41][C:40]=2[N:47]2[CH:51]=[CH:50][C:49]([CH3:52])=[N:48]2)[C:35]([F:37])([F:36])[F:38])[N:3]=1. The catalyst class is: 68.